From a dataset of Peptide-MHC class II binding affinity with 134,281 pairs from IEDB. Regression. Given a peptide amino acid sequence and an MHC pseudo amino acid sequence, predict their binding affinity value. This is MHC class II binding data. (1) The peptide sequence is KKSAHGSPTFWMGSH. The MHC is HLA-DQA10501-DQB10303 with pseudo-sequence HLA-DQA10501-DQB10303. The binding affinity (normalized) is 0.498. (2) The binding affinity (normalized) is 0.573. The peptide sequence is GGGGESFGIVVAWQV. The MHC is HLA-DQA10401-DQB10402 with pseudo-sequence HLA-DQA10401-DQB10402. (3) The peptide sequence is GELQIVDKIDAWFKI. The MHC is DRB1_1302 with pseudo-sequence DRB1_1302. The binding affinity (normalized) is 0.598. (4) The peptide sequence is ASEGAVDIINRWQVV. The MHC is DRB1_1201 with pseudo-sequence DRB1_1201. The binding affinity (normalized) is 0.485. (5) The peptide sequence is MSSFLGKWKLSESHNFDA. The MHC is DRB1_0401 with pseudo-sequence DRB1_0401. The binding affinity (normalized) is 0.207. (6) The peptide sequence is AAVGATPEAKFDSFV. The MHC is DRB1_0802 with pseudo-sequence DRB1_0802. The binding affinity (normalized) is 0.0450. (7) The peptide sequence is QKYCPNKICTSKGDS. The MHC is DRB3_0202 with pseudo-sequence DRB3_0202. The binding affinity (normalized) is 0.442.